From a dataset of Catalyst prediction with 721,799 reactions and 888 catalyst types from USPTO. Predict which catalyst facilitates the given reaction. (1) Reactant: CO[C:3](=[O:14])[C:4]1[C:9]([Cl:10])=[CH:8][C:7]([Br:11])=[CH:6][C:5]=1[CH2:12]Br.[F:15][C:16]1[CH:23]=[CH:22][C:19]([CH2:20][NH2:21])=[CH:18][CH:17]=1.C([O-])([O-])=O.[K+].[K+].C(OCC)(=O)C. Product: [Br:11][C:7]1[CH:6]=[C:5]2[C:4](=[C:9]([Cl:10])[CH:8]=1)[C:3](=[O:14])[N:21]([CH2:20][C:19]1[CH:22]=[CH:23][C:16]([F:15])=[CH:17][CH:18]=1)[CH2:12]2. The catalyst class is: 345. (2) Reactant: [N:1]1([C:5]([C:7]2[CH:8]=[C:9]([Cl:29])[C:10]([O:13][C:14]3[CH:15]=[C:16]([CH:20]=[C:21]([O:23][CH:24]([CH2:27][F:28])[CH2:25][F:26])[CH:22]=3)[C:17](O)=[O:18])=[N:11][CH:12]=2)=[O:6])[CH2:4][CH2:3][CH2:2]1.N1C=CC=CC=1.[NH2:36][C:37]1[CH:42]=[N:41][C:40]([CH3:43])=[CH:39][N:38]=1. Product: [N:1]1([C:5]([C:7]2[CH:8]=[C:9]([Cl:29])[C:10]([O:13][C:14]3[CH:15]=[C:16]([CH:20]=[C:21]([O:23][CH:24]([CH2:25][F:26])[CH2:27][F:28])[CH:22]=3)[C:17]([NH:36][C:37]3[CH:42]=[N:41][C:40]([CH3:43])=[CH:39][N:38]=3)=[O:18])=[N:11][CH:12]=2)=[O:6])[CH2:4][CH2:3][CH2:2]1. The catalyst class is: 2. (3) Reactant: [C:1]1([CH:7]([C:12]2[C:16]3=[N:17][CH:18]=[CH:19][CH:20]=[C:15]3[NH:14][CH:13]=2)[CH2:8][C:9]([OH:11])=O)[CH:6]=[CH:5][CH:4]=[CH:3][CH:2]=1.CN.F[P-](F)(F)(F)(F)F.[N:30]1(O[P+](N(C)C)(N(C)C)N(C)C)[C:34]2C=CC=CC=2N=N1.C([O-])(O)=O.[Na+]. Product: [CH3:34][NH:30][C:9](=[O:11])[CH2:8][CH:7]([C:1]1[CH:2]=[CH:3][CH:4]=[CH:5][CH:6]=1)[C:12]1[C:16]2=[N:17][CH:18]=[CH:19][CH:20]=[C:15]2[NH:14][CH:13]=1. The catalyst class is: 3. (4) Reactant: Cl.[NH2:2][CH:3]([C:13]1[C:18](=[O:19])[CH2:17][CH2:16][CH2:15][C:14]=1[NH:20][C:21]1[CH:26]=[CH:25][CH:24]=[C:23]([C:27]([F:30])([F:29])[F:28])[CH:22]=1)[C:4]1[CH:11]=[CH:10][C:7]([C:8]#[N:9])=[CH:6][C:5]=1[CH3:12].[CH2:31](N(CC)CC)C.[OH2:38]. Product: [O:38]=[C:31]1[NH:2][CH:3]([C:4]2[CH:11]=[CH:10][C:7]([C:8]#[N:9])=[CH:6][C:5]=2[CH3:12])[C:13]2[C:18](=[O:19])[CH2:17][CH2:16][CH2:15][C:14]=2[N:20]1[C:21]1[CH:26]=[CH:25][CH:24]=[C:23]([C:27]([F:28])([F:29])[F:30])[CH:22]=1. The catalyst class is: 10. (5) Reactant: O[Li].[OH2:3].[NH:4]1[C:14]2[C:9](=[CH:10][CH:11]=[CH:12][CH:13]=2)[C:7](=O)[C:5]1=[O:6].C(O[CH2:19][C:20]([C:22]1[CH:27]=[CH:26][CH:25]=[CH:24][CH:23]=1)=O)(=O)C.[OH2:28]. Product: [OH:3][C:19]1[C:20]([C:22]2[CH:27]=[CH:26][CH:25]=[CH:24][CH:23]=2)=[N:4][C:14]2[C:9]([C:7]=1[C:5]([OH:6])=[O:28])=[CH:10][CH:11]=[CH:12][CH:13]=2. The catalyst class is: 310.